This data is from Forward reaction prediction with 1.9M reactions from USPTO patents (1976-2016). The task is: Predict the product of the given reaction. (1) The product is: [C:18]([C:5]1[CH:6]=[C:2]([CH3:1])[N:3]([C:8]2[CH:13]=[CH:12][C:11]([O:14][CH2:15][CH3:16])=[CH:10][C:9]=2[CH3:17])[C:4]=1[CH3:7])(=[O:20])[CH3:19]. Given the reactants [CH3:1][C:2]1[N:3]([C:8]2[CH:13]=[CH:12][C:11]([O:14][CH2:15][CH3:16])=[CH:10][C:9]=2[CH3:17])[C:4]([CH3:7])=[CH:5][CH:6]=1.[C:18](OC(=O)C)(=[O:20])[CH3:19].I, predict the reaction product. (2) The product is: [C:1]([C:4]1[C:5]([O:23][CH3:24])=[C:6]([CH:12]2[O:22][C:15](=[O:16])[NH:14][CH2:13]2)[C:7]([CH3:11])=[C:8]([Cl:10])[CH:9]=1)(=[O:3])[CH3:2]. Given the reactants [C:1]([C:4]1[C:5]([O:23][CH3:24])=[C:6]([CH:12]([OH:22])[CH2:13][NH:14][C:15](=O)[O:16]C(C)(C)C)[C:7]([CH3:11])=[C:8]([Cl:10])[CH:9]=1)(=[O:3])[CH3:2].C(N(CC)C(C)C)(C)C.C1N=CN(C(N2C=NC=C2)=O)C=1, predict the reaction product. (3) Given the reactants [CH2:1]([N:8]([CH2:11][CH:12]1[O:17][C:16]2[CH:18]=[C:19]([S:22]([CH3:25])(=[O:24])=[O:23])[CH:20]=[CH:21][C:15]=2[CH2:14][O:13]1)CC)[C:2]1C=CC=CC=1, predict the reaction product. The product is: [CH3:25][S:22]([C:19]1[CH:20]=[CH:21][C:15]2[CH2:14][O:13][CH:12]([CH2:11][NH:8][CH2:1][CH3:2])[O:17][C:16]=2[CH:18]=1)(=[O:23])=[O:24]. (4) The product is: [O:30]1[CH:31]=[CH:32][CH:33]=[C:29]1[C:27]([C:26]1[CH:25]=[N:24][N:23]2[C:5]([C:7]3[CH:8]=[C:9]([N:13]4[CH2:18][CH2:17][CH2:16][CH2:15][C:14]4=[O:19])[CH:10]=[CH:11][CH:12]=3)=[CH:4][CH:3]=[N:2][C:20]=12)=[O:28]. Given the reactants C[N:2]([CH3:20])[CH:3]=[CH:4][C:5]([C:7]1[CH:8]=[C:9]([N:13]2[CH2:18][CH2:17][CH2:16][CH2:15][C:14]2=[O:19])[CH:10]=[CH:11][CH:12]=1)=O.NC1[C:26]([C:27]([C:29]2[O:30][CH:31]=[CH:32][CH:33]=2)=[O:28])=[CH:25][NH:24][N:23]=1, predict the reaction product. (5) Given the reactants C[O:2][C:3]([C:5]1[N:6]([CH3:25])[N:7]=[C:8]([O:10][CH2:11][C:12]2[C:13]([C:18]3[CH:23]=[CH:22][C:21]([F:24])=[CH:20][CH:19]=3)=[N:14][O:15][C:16]=2[CH3:17])[CH:9]=1)=O.[CH3:26][N:27]1[CH:31]=[CH:30][C:29]([NH2:32])=[N:28]1, predict the reaction product. The product is: [CH3:26][N:27]1[CH:31]=[CH:30][C:29]([NH:32][C:3]([C:5]2[N:6]([CH3:25])[N:7]=[C:8]([O:10][CH2:11][C:12]3[C:13]([C:18]4[CH:19]=[CH:20][C:21]([F:24])=[CH:22][CH:23]=4)=[N:14][O:15][C:16]=3[CH3:17])[CH:9]=2)=[O:2])=[N:28]1. (6) The product is: [O:12]1[CH2:13][CH2:14][CH2:15][CH2:16][CH:17]1[O:18][C@@H:19]1[CH2:43][CH2:42][C@@:41]2([CH3:44])[C@H:21]([CH2:22][C@@H:23]([O:46][CH:5]3[CH2:4][CH2:3][CH2:2][CH2:1][O:47]3)[C@@H:24]3[C@@H:40]2[CH2:39][CH2:38][C@@:37]2([CH3:45])[C@H:25]3[CH2:26][CH2:27][C@@H:28]2[C@H:29]([CH3:36])[CH2:30][CH2:31][C:32]([O:34][CH3:35])=[O:33])[CH2:20]1. Given the reactants [C:1]1(C)C=[CH:5][C:4](S(O)(=O)=O)=[CH:3][CH:2]=1.[O:12]1[CH:17]=[CH:16][CH2:15][CH2:14][CH2:13]1.[OH:18][C@@H:19]1[CH2:43][CH2:42][C@@:41]2([CH3:44])[C@H:21]([CH2:22][C@@H:23]([OH:46])[C@@H:24]3[C@@H:40]2[CH2:39][CH2:38][C@@:37]2([CH3:45])[C@H:25]3[CH2:26][CH2:27][C@@H:28]2[C@H:29]([CH3:36])[CH2:30][CH2:31][C:32]([O:34][CH3:35])=[O:33])[CH2:20]1.[OH2:47], predict the reaction product.